Dataset: Catalyst prediction with 721,799 reactions and 888 catalyst types from USPTO. Task: Predict which catalyst facilitates the given reaction. (1) Reactant: C[Al](C)C.[N:5]([Si](C)(C)C)=[N+:6]=[N-:7].[C:12]12([CH2:22][NH:23][C:24]([C:26]3[N:31]4[CH:32]=[C:33]([CH2:35][CH2:36][C:37]#[N:38])[N:34]=[C:30]4[CH:29]=[CH:28][CH:27]=3)=[O:25])[CH2:21][CH:16]3[CH2:17][CH:18]([CH2:20][CH:14]([CH2:15]3)[CH2:13]1)[CH2:19]2. Product: [C:12]12([CH2:22][NH:23][C:24]([C:26]3[N:31]4[CH:32]=[C:33]([CH2:35][CH2:36][C:37]5[NH:38][N:7]=[N:6][N:5]=5)[N:34]=[C:30]4[CH:29]=[CH:28][CH:27]=3)=[O:25])[CH2:19][CH:18]3[CH2:20][CH:14]([CH2:15][CH:16]([CH2:17]3)[CH2:21]1)[CH2:13]2. The catalyst class is: 11. (2) Reactant: [N+:1]([C:4]1[CH:5]=[C:6]2[C:11](=[CH:12][CH:13]=1)[N:10]=[CH:9][N:8]=[C:7]2O)([O-:3])=[O:2].O=P(Cl)(Cl)[Cl:17]. Product: [Cl:17][C:7]1[C:6]2[C:11](=[CH:12][CH:13]=[C:4]([N+:1]([O-:3])=[O:2])[CH:5]=2)[N:10]=[CH:9][N:8]=1. The catalyst class is: 11.